This data is from Catalyst prediction with 721,799 reactions and 888 catalyst types from USPTO. The task is: Predict which catalyst facilitates the given reaction. Reactant: C(OC([N:8]1[CH2:13][CH2:12][CH:11]([C:14]2[N:19]3[N:20]=[C:21]4[C:26]([C:25]([Br:27])=[CH:24][CH:23]=[CH:22]4)=[C:18]3[NH:17][C:16](=[O:28])[CH:15]=2)[CH2:10][CH:9]1[CH3:29])=O)(C)(C)C.[ClH:30]. Product: [ClH:30].[Br:27][C:25]1[C:26]2[C:21]([CH:22]=[CH:23][CH:24]=1)=[N:20][N:19]1[C:14]([C@@H:11]3[CH2:12][CH2:13][NH:8][C@@H:9]([CH3:29])[CH2:10]3)=[CH:15][C:16](=[O:28])[NH:17][C:18]=21. The catalyst class is: 71.